The task is: Predict the product of the given reaction.. This data is from Forward reaction prediction with 1.9M reactions from USPTO patents (1976-2016). (1) The product is: [CH3:19][Si:20]([CH3:33])([CH3:34])[CH2:21][CH2:22][O:23][C:24]([C:26]1([C:36]2[CH:41]=[CH:40][CH:39]=[C:38]([C:42]([CH3:45])([CH3:44])[CH3:43])[CH:37]=2)[CH2:31][CH2:30][CH2:29][C:28](=[CH2:32])[CH2:27]1)=[O:25]. Given the reactants C([Li])CCC.C1(NC2CCCCC2)CCCCC1.[CH3:19][Si:20]([CH3:34])([CH3:33])[CH2:21][CH2:22][O:23][C:24]([CH:26]1[CH2:31][CH2:30][CH2:29][C:28](=[CH2:32])[CH2:27]1)=[O:25].Br[C:36]1[CH:41]=[CH:40][CH:39]=[C:38]([C:42]([CH3:45])([CH3:44])[CH3:43])[CH:37]=1, predict the reaction product. (2) Given the reactants [Cl:1][C:2]1[C:3]([F:45])=[C:4]([C@@H:8]2[C@:12]([C:15]3[CH:20]=[CH:19][C:18]([Cl:21])=[CH:17][C:16]=3[F:22])([C:13]#[N:14])[C@H:11]([CH2:23][C:24]([CH3:27])([CH3:26])[CH3:25])[NH:10][C@H:9]2[C:28]([NH:30][C:31]2[CH:42]=[CH:41][C:34]([C:35]([O:37][CH2:38][CH2:39]I)=[O:36])=[CH:33][C:32]=2[O:43][CH3:44])=[O:29])[CH:5]=[CH:6][CH:7]=1.[C:46]([O:50][P:51]([O-:58])([O:53][C:54]([CH3:57])([CH3:56])[CH3:55])=[O:52])([CH3:49])([CH3:48])[CH3:47].[K+], predict the reaction product. The product is: [Cl:1][C:2]1[C:3]([F:45])=[C:4]([C@@H:8]2[C@:12]([C:15]3[CH:20]=[CH:19][C:18]([Cl:21])=[CH:17][C:16]=3[F:22])([C:13]#[N:14])[C@H:11]([CH2:23][C:24]([CH3:27])([CH3:26])[CH3:25])[NH:10][C@H:9]2[C:28]([NH:30][C:31]2[CH:42]=[CH:41][C:34]([C:35]([O:37][CH2:38][CH2:39][O:58][P:51]([O:50][C:46]([CH3:49])([CH3:48])[CH3:47])([O:53][C:54]([CH3:55])([CH3:56])[CH3:57])=[O:52])=[O:36])=[CH:33][C:32]=2[O:43][CH3:44])=[O:29])[CH:5]=[CH:6][CH:7]=1. (3) Given the reactants [CH3:1][C:2]1[CH:21]=[CH:20][C:19](B2OC(C)(C)C(C)(C)O2)=[CH:18][C:3]=1[C:4]([NH:6][CH2:7][C:8]12[CH2:17][CH:12]3[CH2:13][CH:14]([CH2:16][CH:10]([CH2:11]3)[CH2:9]1)[CH2:15]2)=[O:5].C[O:32][C:33]([CH:35]1[CH2:40][CH2:39][N:38]([C:41]2[C:46](Br)=[CH:45][CH:44]=[CH:43][N:42]=2)[CH2:37][CH2:36]1)=[O:34].C(=O)([O-])[O-].[Na+].[Na+].[OH-].[Na+], predict the reaction product. The product is: [CH3:1][C:2]1[CH:21]=[CH:20][C:19]([C:46]2[C:41]([N:38]3[CH2:37][CH2:36][CH:35]([C:33]([OH:34])=[O:32])[CH2:40][CH2:39]3)=[N:42][CH:43]=[CH:44][CH:45]=2)=[CH:18][C:3]=1[C:4]([NH:6][CH2:7][C:8]12[CH2:17][CH:12]3[CH2:13][CH:14]([CH2:16][CH:10]([CH2:11]3)[CH2:9]1)[CH2:15]2)=[O:5]. (4) Given the reactants Cl[C:2]1[C:11]([CH:12]=[O:13])=[CH:10][C:9]2[C:4](=[C:5]([O:14][CH3:15])[CH:6]=[CH:7][CH:8]=2)[N:3]=1.[F:16][C:17]1[CH:18]=[C:19](B(O)O)[CH:20]=[CH:21][CH:22]=1.C(O)(O)=O, predict the reaction product. The product is: [F:16][C:17]1[CH:22]=[C:21]([C:2]2[C:11]([CH:12]=[O:13])=[CH:10][C:9]3[C:4](=[C:5]([O:14][CH3:15])[CH:6]=[CH:7][CH:8]=3)[N:3]=2)[CH:20]=[CH:19][CH:18]=1. (5) Given the reactants [CH2:1]([O:3][N:4]=[CH:5][C:6]1[CH:11]=[CH:10][C:9]([F:12])=[CH:8][CH:7]=1)[CH3:2].C([BH3-])#N.[Na+], predict the reaction product. The product is: [CH2:1]([O:3][NH:4][CH2:5][C:6]1[CH:7]=[CH:8][C:9]([F:12])=[CH:10][CH:11]=1)[CH3:2].